This data is from Catalyst prediction with 721,799 reactions and 888 catalyst types from USPTO. The task is: Predict which catalyst facilitates the given reaction. (1) Reactant: [Br:1]Br.[Cl:3][C:4]1[CH:9]=[C:8]([CH2:10][C:11](=[O:13])[CH3:12])[CH:7]=[CH:6][N:5]=1. Product: [Br:1][CH:10]([C:8]1[CH:7]=[CH:6][N:5]=[C:4]([Cl:3])[CH:9]=1)[C:11](=[O:13])[CH3:12]. The catalyst class is: 12. (2) Product: [CH2:26]([CH:10]1[O:11][C:12]2([CH2:13][CH2:14][N:15]([C:18]([O:20][C:21]([CH3:22])([CH3:24])[CH3:23])=[O:19])[CH2:16][CH2:17]2)[CH2:25][NH:8][CH2:9]1)[CH3:27]. The catalyst class is: 105. Reactant: C([N:8]1[CH2:25][C:12]2([CH2:17][CH2:16][N:15]([C:18]([O:20][C:21]([CH3:24])([CH3:23])[CH3:22])=[O:19])[CH2:14][CH2:13]2)[O:11][CH:10]([CH:26]=[CH2:27])[CH2:9]1)C1C=CC=CC=1.C([O-])=O.[NH4+]. (3) Reactant: C[O:2][C:3]1[CH:20]=[CH:19][C:18]2[C@@H:17]3[C@H:8]([C@H:9]4[C@@:13]([CH2:15][CH2:16]3)([CH3:14])[C:12]([C:21]3[CH:22]=[N:23][CH:24]=[CH:25][CH:26]=3)=[CH:11][CH2:10]4)[CH2:7][CH2:6][C:5]=2[CH:4]=1.B(Br)(Br)Br.N1C(C)=CC=CC=1C. Product: [N:23]1[CH:24]=[CH:25][CH:26]=[C:21]([C:12]2[C@:13]3([CH2:15][CH2:16][C@H:17]4[C@@H:8]([CH2:7][CH2:6][C:5]5[CH:4]=[C:3]([OH:2])[CH:20]=[CH:19][C:18]=54)[C@@H:9]3[CH2:10][CH:11]=2)[CH3:14])[CH:22]=1. The catalyst class is: 4. (4) Reactant: [C:1]([O:5][C:6]([N:8]1[CH2:12][C:11](=[O:13])[C:10]([CH3:15])([CH3:14])[C@H:9]1[C:16]([OH:18])=[O:17])=[O:7])([CH3:4])([CH3:3])[CH3:2].C([BH3-])#N.[Na+].C(O)(=O)C. Product: [C:1]([O:5][C:6]([N:8]1[CH2:12][C@H:11]([OH:13])[C:10]([CH3:15])([CH3:14])[C@H:9]1[C:16]([OH:18])=[O:17])=[O:7])([CH3:4])([CH3:2])[CH3:3]. The catalyst class is: 448. (5) Reactant: [C:1]([O:5][C:6]([N:8]1[CH2:13][CH2:12][CH:11]([OH:14])[CH:10]([N:15]=[N+:16]=[N-:17])[CH2:9]1)=[O:7])([CH3:4])([CH3:3])[CH3:2].CC(OI1(OC(C)=O)(OC(C)=O)OC(=O)C2C=CC=CC1=2)=O. Product: [C:1]([O:5][C:6]([N:8]1[CH2:13][CH2:12][C:11](=[O:14])[CH:10]([N:15]=[N+:16]=[N-:17])[CH2:9]1)=[O:7])([CH3:4])([CH3:2])[CH3:3]. The catalyst class is: 2. (6) Reactant: CS([O:5][CH:6]1[CH2:10][CH2:9][N:8]([CH2:11][CH2:12][C:13]2[CH:18]=[CH:17][CH:16]=[CH:15][C:14]=2[N:19]2[CH2:24][CH2:23][CH2:22][CH2:21][C:20]2=[O:25])[CH2:7]1)(=O)=O.C([O-])([O-])=O.[K+].[K+].O[C:33]1[CH:40]=[CH:39][C:36]([C:37]#[N:38])=[CH:35][CH:34]=1. Product: [O:25]=[C:20]1[CH2:21][CH2:22][CH2:23][CH2:24][N:19]1[C:14]1[CH:15]=[CH:16][CH:17]=[CH:18][C:13]=1[CH2:12][CH2:11][N:8]1[CH2:9][CH2:10][CH:6]([O:5][C:33]2[CH:40]=[CH:39][C:36]([C:37]#[N:38])=[CH:35][CH:34]=2)[CH2:7]1. The catalyst class is: 10.